From a dataset of Forward reaction prediction with 1.9M reactions from USPTO patents (1976-2016). Predict the product of the given reaction. (1) Given the reactants [Cl:1][C:2]1[CH:3]=[CH:4][C:5]2[N:11]3[CH:12]=[CH:13][CH:14]=[C:10]3[C@@H:9]([CH2:15][CH2:16][C:17]([OH:19])=O)[O:8][C@H:7]([C:20]3[CH:25]=[CH:24][CH:23]=[C:22]([O:26][CH3:27])[C:21]=3[O:28][CH3:29])[C:6]=2[CH:30]=1.ON1C2C=CC=CC=2N=N1.[CH3:41][NH:42][C@@H:43]1[CH2:48][CH2:47][CH2:46][C@H:45]([C:49]([O:51][CH2:52][CH3:53])=[O:50])[CH2:44]1.Cl.C(N=C=NCCCN(C)C)C, predict the reaction product. The product is: [Cl:1][C:2]1[CH:3]=[CH:4][C:5]2[N:11]3[CH:12]=[CH:13][CH:14]=[C:10]3[C@@H:9]([CH2:15][CH2:16][C:17]([N:42]([C@@H:43]3[CH2:48][CH2:47][CH2:46][C@H:45]([C:49]([O:51][CH2:52][CH3:53])=[O:50])[CH2:44]3)[CH3:41])=[O:19])[O:8][C@H:7]([C:20]3[CH:25]=[CH:24][CH:23]=[C:22]([O:26][CH3:27])[C:21]=3[O:28][CH3:29])[C:6]=2[CH:30]=1. (2) Given the reactants Cl[C:2]1[CH:7]=[CH:6][CH:5]=[CH:4][C:3]=1[C:8]1[S:9][CH2:10][CH:11]([C:13]2[CH:18]=[CH:17][CH:16]=[CH:15][C:14]=2[F:19])[N:12]=1.CN(C)C1C=CC=CC=1.Cl[C:30]([N:32]=[C:33]=[O:34])=[O:31].[Cl:35][CH2:36]Cl, predict the reaction product. The product is: [Cl:35][C:36]1[CH:2]=[CH:7][CH:6]=[CH:5][C:4]=1[C:3]1[C:30](=[O:31])[NH:32][C:33](=[O:34])[N:12]2[CH:11]([C:13]3[CH:18]=[CH:17][CH:16]=[CH:15][C:14]=3[F:19])[CH2:10][S:9][C:8]=12. (3) Given the reactants C(OC([N:8]1[CH2:12][CH:11]([O:13][CH2:14][C:15]2[CH:20]=[CH:19][C:18]([F:21])=[CH:17][CH:16]=2)[CH:10]2[N:22]([C:25](=[O:48])[CH:26]([NH:31][C:32](=[O:47])[CH:33]([N:35]([C:37]([O:39][CH2:40][C:41]3[CH:46]=[CH:45][CH:44]=[CH:43][CH:42]=3)=[O:38])[CH3:36])[CH3:34])[C:27]([CH3:30])([CH3:29])[CH3:28])[CH2:23][CH2:24][CH:9]12)=O)(C)(C)C.C(O)(C(F)(F)F)=O, predict the reaction product. The product is: [CH2:40]([O:39][C:37](=[O:38])[N:35]([CH:33]([C:32](=[O:47])[NH:31][CH:26]([C:25]([N:22]1[CH2:23][CH2:24][CH:9]2[NH:8][CH2:12][CH:11]([O:13][CH2:14][C:15]3[CH:20]=[CH:19][C:18]([F:21])=[CH:17][CH:16]=3)[CH:10]12)=[O:48])[C:27]([CH3:28])([CH3:30])[CH3:29])[CH3:34])[CH3:36])[C:41]1[CH:42]=[CH:43][CH:44]=[CH:45][CH:46]=1.